The task is: Predict the reaction yield, written as a fraction of the theoretical maximum amount of product (1.0 means a 100% yield; for example, 0.34 means a 34% yield).. This data is from Reaction yield outcomes from USPTO patents with 853,638 reactions. (1) The reactants are [OH:1][C:2]1[CH:7]=[CH:6][C:5]([C:8](=[O:22])[CH2:9][CH2:10][C:11]([C:13]2[CH:21]=[CH:20][C:16]([C:17]([OH:19])=[O:18])=[CH:15][CH:14]=2)=O)=[CH:4][CH:3]=1.Cl. The catalyst is CCO.O1CCOCC1. The product is [OH:1][C:2]1[CH:3]=[CH:4][C:5]([C:8]2[O:22][C:11]([C:13]3[CH:14]=[CH:15][C:16]([C:17]([OH:19])=[O:18])=[CH:20][CH:21]=3)=[CH:10][CH:9]=2)=[CH:6][CH:7]=1. The yield is 0.420. (2) The reactants are O[CH2:2][C@H:3]1[NH:8][CH2:7][CH2:6][N:5]([C:9]([O:11][CH2:12][C:13]2[CH:18]=[CH:17][CH:16]=[CH:15][CH:14]=2)=[O:10])[CH2:4]1.[C:19]([C:21]1[CH:26]=[CH:25][C:24]([NH:27][C:28](=O)[O:29]C2C=CC=CC=2)=[CH:23][C:22]=1[C:37]([F:40])([F:39])[F:38])#[N:20].C1C=CC(P(C2C=CC=CC=2)C2C=CC=CC=2)=CC=1.CC(OC(/N=N/C(OC(C)C)=O)=O)C. The catalyst is CC(N(C)C)=O.CCOC(C)=O. The product is [C:19]([C:21]1[CH:26]=[CH:25][C:24]([N:27]2[CH2:2][C@@H:3]3[CH2:4][N:5]([C:9]([O:11][CH2:12][C:13]4[CH:18]=[CH:17][CH:16]=[CH:15][CH:14]=4)=[O:10])[CH2:6][CH2:7][N:8]3[C:28]2=[O:29])=[CH:23][C:22]=1[C:37]([F:38])([F:39])[F:40])#[N:20]. The yield is 0.520.